This data is from Full USPTO retrosynthesis dataset with 1.9M reactions from patents (1976-2016). The task is: Predict the reactants needed to synthesize the given product. (1) Given the product [CH:19]1([NH:18][C:16]([C:11]2[N:10]=[N:9][N:8]([C:5]3[CH:6]=[CH:7][C:2]([NH:1][C:22](=[O:25])[CH2:23][CH3:24])=[CH:3][CH:4]=3)[C:12]=2[CH2:13][CH2:14][CH3:15])=[O:17])[CH2:20][CH2:21]1, predict the reactants needed to synthesize it. The reactants are: [NH2:1][C:2]1[CH:7]=[CH:6][C:5]([N:8]2[C:12]([CH2:13][CH2:14][CH3:15])=[C:11]([C:16]([NH:18][CH:19]3[CH2:21][CH2:20]3)=[O:17])[N:10]=[N:9]2)=[CH:4][CH:3]=1.[C:22](Cl)(=[O:25])[CH2:23][CH3:24]. (2) Given the product [Cl:1][C:2]1[CH:3]=[C:4]([C:8]2[N:13]=[C:12]3[CH2:14][CH2:15][CH2:16][C:11]3=[C:10]([CH:17]([OH:30])[C:18]3[CH:19]=[CH:20][C:21]([CH2:24][CH2:25][OH:26])=[CH:22][CH:23]=3)[CH:9]=2)[CH:5]=[CH:6][CH:7]=1, predict the reactants needed to synthesize it. The reactants are: [Cl:1][C:2]1[CH:3]=[C:4]([C:8]2[N:13]=[C:12]3[CH2:14][CH2:15][CH2:16][C:11]3=[C:10]([CH:17]([OH:30])[C:18]3[CH:23]=[CH:22][C:21]([CH2:24][C:25](OCC)=[O:26])=[CH:20][CH:19]=3)[CH:9]=2)[CH:5]=[CH:6][CH:7]=1.CC(C[AlH]CC(C)C)C.